This data is from Cav3 T-type calcium channel HTS with 100,875 compounds. The task is: Binary Classification. Given a drug SMILES string, predict its activity (active/inactive) in a high-throughput screening assay against a specified biological target. (1) The result is 0 (inactive). The drug is O(CC(C)C)c1ccc(cc1)C(=O)NCC(=O)NCC(OCC)=O. (2) The molecule is s1c(Nc2ccc(OCC)cc2)nc(Cc2oc(SCC(=O)N)nn2)c1. The result is 0 (inactive). (3) The compound is S(=O)(=O)(NC(=O)NC(C)C)c1c(NCC#C)ccnc1. The result is 0 (inactive).